Predict the product of the given reaction. From a dataset of Forward reaction prediction with 1.9M reactions from USPTO patents (1976-2016). (1) Given the reactants [C:1]([NH:4][C@@H:5]([CH3:42])[CH2:6][O:7][C:8]1[CH:13]=[C:12]([S:14]CCC(OCC(CC)CCCC)=O)[C:11]([NH:28][C:29](=O)[C:30]2[CH:35]=[CH:34][C:33]([O:36]CC3CC3)=[CH:32][CH:31]=2)=[CH:10][N:9]=1)(=[O:3])[CH3:2].[O-]CC.[Na+].FC(F)(F)C(O)=O, predict the reaction product. The product is: [OH:36][C:33]1[CH:34]=[CH:35][C:30]([C:29]2[S:14][C:12]3[CH:13]=[C:8]([O:7][CH2:6][C@@H:5]([NH:4][C:1](=[O:3])[CH3:2])[CH3:42])[N:9]=[CH:10][C:11]=3[N:28]=2)=[CH:31][CH:32]=1. (2) Given the reactants [Br:1][C:2]1[CH:10]=[C:9]2[C:5]([CH2:6][C:7]3([CH2:16][CH2:15][C:14](=O)[CH2:13][CH2:12]3)[C:8]2=[O:11])=[CH:4][CH:3]=1.[F:18][C:19]([F:23])([F:22])[CH2:20][NH2:21].CC(O)=O.[BH-](OC(C)=O)(OC(C)=O)OC(C)=O.[Na+], predict the reaction product. The product is: [Br:1][C:2]1[CH:10]=[C:9]2[C:5]([CH2:6][C:7]3([CH2:16][CH2:15][CH:14]([NH:21][CH2:20][C:19]([F:23])([F:22])[F:18])[CH2:13][CH2:12]3)[C:8]2=[O:11])=[CH:4][CH:3]=1. (3) Given the reactants S1C=CN=C1.[NH2:6][C:7]1[N:12]=[CH:11][N:10]=[C:9]2[N:13]([C@H:30]3[CH2:35][CH2:34][C@@H:33]([N:36]4[CH2:41][CH2:40][N:39]([CH3:42])[CH2:38][CH2:37]4)[CH2:32][CH2:31]3)[N:14]=[C:15]([C:16]3[CH:21]=[CH:20][C:19]([NH:22][C:23]4[S:24][CH:25]=[C:26]([CH2:28][CH3:29])[N:27]=4)=[CH:18][CH:17]=3)[C:8]=12.Br[CH2:44][C:45]([C:47]1[CH:52]=CC(C)=C[CH:48]=1)=O, predict the reaction product. The product is: [NH2:6][C:7]1[N:12]=[CH:11][N:10]=[C:9]2[N:13]([C@H:30]3[CH2:35][CH2:34][C@@H:33]([N:36]4[CH2:41][CH2:40][N:39]([CH3:42])[CH2:38][CH2:37]4)[CH2:32][CH2:31]3)[N:14]=[C:15]([C:16]3[CH:17]=[CH:18][C:19]([NH:22][C:23]4[S:24][CH:25]=[C:26]([C:28]5[CH:44]=[CH:45][C:47]([CH3:52])=[CH:48][CH:29]=5)[N:27]=4)=[CH:20][CH:21]=3)[C:8]=12. (4) Given the reactants C(O)(=O)[C:2]1C=C[C:5]([NH:6]CC2N=C3C(N=C(NC3=O)N)=NC=2)=[CH:4][CH:3]=1.C[N:25]1[CH2:30]CO[CH2:27][CH2:26]1, predict the reaction product. The product is: [NH:25]1[C:26]2=[CH:27][CH:2]=[CH:3][C:4]2=[CH:5][N:6]=[CH:30]1.